Binary Classification. Given a drug SMILES string, predict its activity (active/inactive) in a high-throughput screening assay against a specified biological target. From a dataset of In vitro SARS-CoV-2 activity screen of 1,480 approved drugs from Prestwick library. The drug is CC(C)(C)NCC(O)c1ccc(O)c(CO)c1. The result is 0 (inactive).